Predict the reactants needed to synthesize the given product. From a dataset of Full USPTO retrosynthesis dataset with 1.9M reactions from patents (1976-2016). (1) Given the product [ClH:1].[ClH:36].[Cl:1][C:2]1[CH:3]=[N:4][C:5]2[C:10]([C:11]=1[CH2:12][CH2:13][CH2:14][C:15]1([C:29]([OH:31])=[O:30])[CH2:20][CH2:19][N:18]([CH2:21][CH2:22][S:23][CH:24]3[CH2:25][CH2:26][CH2:27][CH2:28]3)[CH2:17][CH2:16]1)=[CH:9][C:8]([O:34][CH3:35])=[CH:7][CH:6]=2, predict the reactants needed to synthesize it. The reactants are: [Cl:1][C:2]1[CH:3]=[N:4][C:5]2[C:10]([C:11]=1[CH2:12][CH2:13][CH2:14][C:15]1([C:29]([O:31]CC)=[O:30])[CH2:20][CH2:19][N:18]([CH2:21][CH2:22][S:23][CH:24]3[CH2:28][CH2:27][CH2:26][CH2:25]3)[CH2:17][CH2:16]1)=[CH:9][C:8]([O:34][CH3:35])=[CH:7][CH:6]=2.[ClH:36]. (2) Given the product [O:1]([C:8]1[CH:13]=[CH:12][C:11]([C:14]2[C:15]3=[N:20][S:24](=[O:26])(=[O:25])[CH2:23][CH2:22][N:16]3[CH:17]=[CH:18][CH:19]=2)=[CH:10][CH:9]=1)[C:2]1[CH:3]=[CH:4][CH:5]=[CH:6][CH:7]=1, predict the reactants needed to synthesize it. The reactants are: [O:1]([C:8]1[CH:13]=[CH:12][C:11]([C:14]2[C:15]([NH2:20])=[N:16][CH:17]=[CH:18][CH:19]=2)=[CH:10][CH:9]=1)[C:2]1[CH:7]=[CH:6][CH:5]=[CH:4][CH:3]=1.Cl[CH2:22][CH2:23][S:24](Cl)(=[O:26])=[O:25].O. (3) Given the product [NH2:43][C:2]1[CH:3]=[N:4][C:5]2[C:10]([C:11]=1[C:12]1[C:17]([O:18][CH3:19])=[CH:16][C:15]([C:20]3[CH:25]=[CH:24][CH:23]=[C:22]([F:26])[CH:21]=3)=[C:14]([Cl:27])[CH:13]=1)=[CH:9][CH:8]=[C:7]([S:28]([NH:31][C:32]1[CH:36]=[CH:35][O:34][N:33]=1)(=[O:30])=[O:29])[CH:6]=2, predict the reactants needed to synthesize it. The reactants are: Br[C:2]1[CH:3]=[N:4][C:5]2[C:10]([C:11]=1[C:12]1[C:17]([O:18][CH3:19])=[CH:16][C:15]([C:20]3[CH:25]=[CH:24][CH:23]=[C:22]([F:26])[CH:21]=3)=[C:14]([Cl:27])[CH:13]=1)=[CH:9][CH:8]=[C:7]([S:28]([NH:31][C:32]1[CH:36]=[CH:35][O:34][N:33]=1)(=[O:30])=[O:29])[CH:6]=2.C(S([NH2:43])=O)(C)(C)C.CC1(C)C2C(=C(P(C3C=CC=CC=3)C3C=CC=CC=3)C=CC=2)OC2C(P(C3C=CC=CC=3)C3C=CC=CC=3)=CC=CC1=2.C(=O)([O-])[O-].[Cs+].[Cs+].Cl.